Dataset: Full USPTO retrosynthesis dataset with 1.9M reactions from patents (1976-2016). Task: Predict the reactants needed to synthesize the given product. (1) Given the product [OH:67][C:60]1[C:61](=[O:66])[N:62]([CH3:65])[CH:63]=[CH:64][C:59]=1[C:57]([NH:56][CH2:55][CH2:54][N:20]([CH2:19][CH2:18][NH:17][C:15]([C:14]1[CH:13]=[CH:12][N:11]([CH3:75])[C:10](=[O:76])[C:9]=1[OH:8])=[O:16])[CH2:21][CH:22]([NH:35][C:36]([C:38]1[CH:43]=[CH:42][N:41]([CH3:44])[C:40](=[O:45])[C:39]=1[OH:46])=[O:37])[CH2:23][CH2:24][CH2:25][CH2:26][NH2:27])=[O:58], predict the reactants needed to synthesize it. The reactants are: C([O:8][C:9]1[C:10](=[O:76])[N:11]([CH3:75])[CH:12]=[CH:13][C:14]=1[C:15]([NH:17][CH2:18][CH2:19][N:20]([CH2:54][CH2:55][NH:56][C:57]([C:59]1[CH:64]=[CH:63][N:62]([CH3:65])[C:61](=[O:66])[C:60]=1[O:67]CC1C=CC=CC=1)=[O:58])[CH2:21][CH:22]([NH:35][C:36]([C:38]1[CH:43]=[CH:42][N:41]([CH3:44])[C:40](=[O:45])[C:39]=1[O:46]CC1C=CC=CC=1)=[O:37])[CH2:23][CH2:24][CH2:25][CH2:26][NH:27]C(=O)OC(C)(C)C)=[O:16])C1C=CC=CC=1.Cl. (2) Given the product [C:13]1([S:19][CH2:2][CH:3]2[C:8](=[O:9])[CH:7]3[CH2:10][CH2:11][N:4]2[CH2:5][CH2:6]3)[CH:18]=[CH:17][CH:16]=[CH:15][CH:14]=1, predict the reactants needed to synthesize it. The reactants are: Cl.[CH2:2]=[C:3]1[C:8](=[O:9])[CH:7]2[CH2:10][CH2:11][N:4]1[CH2:5][CH2:6]2.O.[C:13]1([SH:19])[CH:18]=[CH:17][CH:16]=[CH:15][CH:14]=1. (3) Given the product [NH2:5][C:25]1[C:24]2[C:19](=[C:20]([O:29][CH:30]3[CH2:34][CH2:33][CH2:32][CH2:31]3)[C:21]([O:27][CH3:28])=[CH:22][CH:23]=2)[O:18][C:17](=[O:35])[C:16]=1[CH2:15][CH2:14][O:13][CH2:6][C:7]1[CH:12]=[CH:11][CH:10]=[CH:9][CH:8]=1, predict the reactants needed to synthesize it. The reactants are: C([O-])(=O)C.[NH4+:5].[CH2:6]([O:13][CH2:14][CH2:15][C:16]1[C:17](=[O:35])[O:18][C:19]2[C:24]([C:25]=1O)=[CH:23][CH:22]=[C:21]([O:27][CH3:28])[C:20]=2[O:29][CH:30]1[CH2:34][CH2:33][CH2:32][CH2:31]1)[C:7]1[CH:12]=[CH:11][CH:10]=[CH:9][CH:8]=1.C(O)(=O)C.C1(C)C=CC=CC=1. (4) Given the product [C:1]([O:5][C:6](=[O:22])[N:7]([C:15]1[CH:20]=[CH:19][C:18]([Cl:21])=[CH:17][CH:16]=1)[C:8]1[CH:13]=[N:12][CH:11]=[C:10]([C:25]2[S:24][CH:28]=[CH:27][N:26]=2)[N:9]=1)([CH3:4])([CH3:3])[CH3:2], predict the reactants needed to synthesize it. The reactants are: [C:1]([O:5][C:6](=[O:22])[N:7]([C:15]1[CH:20]=[CH:19][C:18]([Cl:21])=[CH:17][CH:16]=1)[C:8]1[CH:13]=[N:12][CH:11]=[C:10](Cl)[N:9]=1)([CH3:4])([CH3:3])[CH3:2].[Br-].[S:24]1[CH:28]=[CH:27][N:26]=[C:25]1[Zn+]. (5) Given the product [CH2:1]([O:8][C:9]1[CH:14]=[CH:13][C:12]([NH:15][C:16]2[C:25]3[C:20](=[CH:21][CH:22]=[C:23]([C:32]4[N:28]([CH3:27])[CH:29]=[N:30][CH:31]=4)[CH:24]=3)[N:19]=[CH:18][N:17]=2)=[CH:11][CH:10]=1)[C:2]1[CH:7]=[CH:6][CH:5]=[CH:4][CH:3]=1, predict the reactants needed to synthesize it. The reactants are: [CH2:1]([O:8][C:9]1[CH:14]=[CH:13][C:12]([NH:15][C:16]2[C:25]3[C:20](=[CH:21][CH:22]=[C:23](Br)[CH:24]=3)[N:19]=[CH:18][N:17]=2)=[CH:11][CH:10]=1)[C:2]1[CH:7]=[CH:6][CH:5]=[CH:4][CH:3]=1.[CH3:27][N:28]1[C:32]([Sn](CCCC)(CCCC)CCCC)=[CH:31][N:30]=[CH:29]1. (6) Given the product [F:1][C:2]1[CH:7]=[CH:6][C:5]([N:8]2[CH2:13][CH2:12][N:11]([S:14]([C:17]3[CH:18]=[C:19]([CH:23]4[CH2:28][CH2:27][N:26]([C:29]([O:31][C:32]([CH3:33])([CH3:34])[CH3:35])=[O:30])[CH2:25][CH2:24]4)[CH:20]=[CH:21][CH:22]=3)(=[O:15])=[O:16])[C@H:10]([CH3:36])[CH2:9]2)=[C:4]([C:37]([F:40])([F:38])[F:39])[CH:3]=1, predict the reactants needed to synthesize it. The reactants are: [F:1][C:2]1[CH:7]=[CH:6][C:5]([N:8]2[CH2:13][CH2:12][N:11]([S:14]([C:17]3[CH:18]=[C:19]([C:23]4[CH2:28][CH2:27][N:26]([C:29]([O:31][C:32]([CH3:35])([CH3:34])[CH3:33])=[O:30])[CH2:25][CH:24]=4)[CH:20]=[CH:21][CH:22]=3)(=[O:16])=[O:15])[C@H:10]([CH3:36])[CH2:9]2)=[C:4]([C:37]([F:40])([F:39])[F:38])[CH:3]=1.